Dataset: Forward reaction prediction with 1.9M reactions from USPTO patents (1976-2016). Task: Predict the product of the given reaction. (1) Given the reactants [Cl:1][C:2]1[CH:3]=[C:4](B(O)O)[CH:5]=[CH:6][CH:7]=1.[O:11]=[S:12]1(=[O:29])[CH2:17][CH2:16][N:15]2[CH2:18][CH2:19][CH2:20][CH:21]([C:22]3[CH:27]=[CH:26][C:25]([OH:28])=[CH:24][CH:23]=3)[C:14]2=[N:13]1.C(N(CC)CC)C, predict the reaction product. The product is: [Cl:1][C:2]1[CH:3]=[C:4]([CH:5]=[CH:6][CH:7]=1)[O:28][C:25]1[CH:24]=[CH:23][C:22]([CH:21]2[C:14]3=[N:13][S:12](=[O:29])(=[O:11])[CH2:17][CH2:16][N:15]3[CH2:18][CH2:19][CH2:20]2)=[CH:27][CH:26]=1. (2) Given the reactants [Br:1][C:2]1[CH:3]=[C:4]([C:10]2[N:14]([C:15]3[CH:16]=[N:17][CH:18]=[CH:19][CH:20]=3)[N:13]=[C:12]([C:21](O)=[O:22])[CH:11]=2)[CH:5]=[C:6]([O:8][CH3:9])[CH:7]=1.ClC1C=C(C2N(C3C=CC=CN=3)N=C([C:43]([N:45]3[CH2:49][C:48](=[O:50])[NH:47][CH2:46]3)=O)C=2)C=C(F)C=1.O=C1CNCCN1, predict the reaction product. The product is: [Br:1][C:2]1[CH:3]=[C:4]([C:10]2[N:14]([C:15]3[CH:16]=[N:17][CH:18]=[CH:19][CH:20]=3)[N:13]=[C:12]([C:21]([N:47]3[CH2:46][CH2:43][NH:45][CH2:49][C:48]3=[O:50])=[O:22])[CH:11]=2)[CH:5]=[C:6]([O:8][CH3:9])[CH:7]=1.